Dataset: Reaction yield outcomes from USPTO patents with 853,638 reactions. Task: Predict the reaction yield, written as a fraction of the theoretical maximum amount of product (1.0 means a 100% yield; for example, 0.34 means a 34% yield). (1) The reactants are CC1C=CC(S(O[C:12]2[CH:17]=[CH:16][C:15]([CH:18]3[CH2:27][CH2:26][C:21]4([O:25][CH2:24][CH2:23][O:22]4)[CH2:20][CH2:19]3)=[CH:14][CH:13]=2)(=O)=O)=CC=1.C1(P(C2CCCCC2)C2C=CC=CC=2C2C(C(C)C)=CC(C(C)C)=CC=2C(C)C)CCCCC1.C(=O)([O-])[O-].[Cs+].[Cs+].[C:68]([O:76][CH2:77][CH3:78])(=[O:75])[CH2:69][C:70]([O:72][CH2:73][CH3:74])=[O:71]. The catalyst is C1(C)C=CC=CC=1.C([O-])(=O)C.[Pd+2].C([O-])(=O)C. The product is [O:22]1[C:21]2([CH2:20][CH2:19][CH:18]([C:15]3[CH:14]=[CH:13][C:12]([CH:69]([C:70]([O:72][CH2:73][CH3:74])=[O:71])[C:68]([O:76][CH2:77][CH3:78])=[O:75])=[CH:17][CH:16]=3)[CH2:27][CH2:26]2)[O:25][CH2:24][CH2:23]1. The yield is 0.150. (2) The reactants are [O:1]=[C:2]1[CH:7]=[CH:6][N:5]([C:8]2[CH:13]=[CH:12][CH:11]=[C:10]([C:14]([F:17])([F:16])[F:15])[CH:9]=2)[N:4]=[C:3]1[C:18]([NH:20][NH2:21])=O.CO[C:24](OC)(N(C)C)[CH3:25].C(O)(=O)C.[NH2:35][C:36]1[CH:41]=[CH:40][CH:39]=[CH:38][CH:37]=1. The catalyst is C(#N)C. The product is [CH3:24][C:25]1[N:35]([C:36]2[CH:41]=[CH:40][CH:39]=[CH:38][CH:37]=2)[C:18]([C:3]2[C:2](=[O:1])[CH:7]=[CH:6][N:5]([C:8]3[CH:13]=[CH:12][CH:11]=[C:10]([C:14]([F:17])([F:16])[F:15])[CH:9]=3)[N:4]=2)=[N:20][N:21]=1. The yield is 0.460. (3) The reactants are [Br:1][C:2]1[C:3]([F:12])=[C:4]2[C:10]([NH2:11])=[CH:9][NH:8][C:5]2=[N:6][CH:7]=1.[CH3:13][N:14]1[C:19](=[O:20])[CH:18]=[CH:17][C:16]([C:21](O)=[O:22])=[CH:15]1.C1N(P(Cl)(N2C(=O)OCC2)=O)C(=O)OC1.[Li+].[OH-]. The catalyst is C(Cl)Cl.O. The product is [Br:1][C:2]1[C:3]([F:12])=[C:4]2[C:10]([NH:11][C:21]([C:16]3[CH:17]=[CH:18][C:19](=[O:20])[N:14]([CH3:13])[CH:15]=3)=[O:22])=[CH:9][NH:8][C:5]2=[N:6][CH:7]=1. The yield is 0.690. (4) The reactants are O[B:2]1[CH2:7][CH:6]=[CH:5][CH:4]([CH2:8][C:9]([O:11][C:12]([CH3:15])([CH3:14])[CH3:13])=[O:10])[O:3]1.C[C@@:17]1([OH:27])[C@H:22]([OH:23])[CH2:21][C@@H:20]2[CH2:24][C@H:18]1[C:19]2([CH3:26])[CH3:25].[CH2:28]1COCC1. No catalyst specified. The product is [OH:3][CH:4](/[CH:5]=[CH:6]\[CH2:7][B:2]1[O:23][C@:22]2([CH3:28])[C@@H:17]([C@@H:18]3[CH2:24][C@H:20]([CH2:21]2)[C:19]3([CH3:25])[CH3:26])[O:27]1)[CH2:8][C:9]([O:11][C:12]([CH3:15])([CH3:14])[CH3:13])=[O:10]. The yield is 0.599. (5) The reactants are [CH3:1][O:2][C:3]([C:5]1[S:6][C:7]2[CH:8]([N:20]=[N+]=[N-])[CH2:9][O:10][C:11]3[CH:18]=[CH:17][C:16]([Br:19])=[CH:15][C:12]=3[C:13]=2[N:14]=1)=[O:4].C1C=CC(P(C2C=CC=CC=2)C2C=CC=CC=2)=CC=1.[C:42](Cl)(=[O:44])[CH3:43]. The catalyst is C1COCC1.O. The product is [CH3:1][O:2][C:3]([C:5]1[S:6][C:7]2[CH:8]([NH:20][C:42](=[O:44])[CH3:43])[CH2:9][O:10][C:11]3[CH:18]=[CH:17][C:16]([Br:19])=[CH:15][C:12]=3[C:13]=2[N:14]=1)=[O:4]. The yield is 0.510. (6) The reactants are [Br:1][C:2]1[C:10]2[NH:9][CH:8]=[N:7][C:6]=2[CH:5]=[C:4]([NH2:11])[CH:3]=1. The catalyst is C(O)C(C)C. The product is [Br:1][C:2]1[C:10]2[N:9]=[CH:8][NH:7][C:6]=2[CH:5]=[C:4]([NH:11][C:8]2[NH:9][CH2:10][CH2:6][N:7]=2)[CH:3]=1. The yield is 0.780. (7) The reactants are [CH:1](=[CH:8][C:9](=[O:11])[CH3:10])[C:2]1[CH:7]=[CH:6][CH:5]=[CH:4][CH:3]=1.[H][H]. The catalyst is CO. The product is [C:2]1([CH2:1][CH2:8][C:9](=[O:11])[CH3:10])[CH:7]=[CH:6][CH:5]=[CH:4][CH:3]=1. The yield is 0.990.